This data is from Forward reaction prediction with 1.9M reactions from USPTO patents (1976-2016). The task is: Predict the product of the given reaction. (1) Given the reactants [F:1][C:2]1[CH:7]=[CH:6][C:5]([CH2:8][C:9]2[CH:18]=[C:17]3[C:12]([C:13]([OH:25])=[C:14]([C:20]([O:22]CC)=O)[C:15](=[O:19])[NH:16]3)=[N:11][CH:10]=2)=[CH:4][CH:3]=1.[N:26]1([CH2:32][CH2:33][NH2:34])[CH2:31][CH2:30][CH2:29][CH2:28][CH2:27]1, predict the reaction product. The product is: [F:1][C:2]1[CH:7]=[CH:6][C:5]([CH2:8][C:9]2[CH:18]=[C:17]3[C:12]([C:13]([OH:25])=[C:14]([C:20]([NH:34][CH2:33][CH2:32][N:26]4[CH2:31][CH2:30][CH2:29][CH2:28][CH2:27]4)=[O:22])[C:15](=[O:19])[NH:16]3)=[N:11][CH:10]=2)=[CH:4][CH:3]=1. (2) Given the reactants [F:1][C:2]([F:26])([F:25])[C:3]1[N:8]2[N:9]=[CH:10][C:11]([C:12]([OH:14])=O)=[C:7]2[N:6]=[C:5]([C:15]2[CH:20]=[CH:19][C:18]([C:21]([F:24])([F:23])[F:22])=[CH:17][CH:16]=2)[CH:4]=1.[NH2:27][C:28]1[N:33]=[CH:32][C:31]([C:34]([NH:36]O)=[NH:35])=[CH:30][N:29]=1, predict the reaction product. The product is: [F:26][C:2]([F:25])([F:1])[C:3]1[N:8]2[N:9]=[CH:10][C:11]([C:12]3[O:14][N:36]=[C:34]([C:31]4[CH:30]=[N:29][C:28]([NH2:27])=[N:33][CH:32]=4)[N:35]=3)=[C:7]2[N:6]=[C:5]([C:15]2[CH:20]=[CH:19][C:18]([C:21]([F:23])([F:22])[F:24])=[CH:17][CH:16]=2)[CH:4]=1.